The task is: Predict the reactants needed to synthesize the given product.. This data is from Full USPTO retrosynthesis dataset with 1.9M reactions from patents (1976-2016). (1) Given the product [Cl:1][C:2]1[C:11]2[C:6](=[CH:7][C:8]([O:14][CH2:45][CH2:44][CH2:43][N:40]3[CH2:39][CH2:38][N:37]([CH2:34][C:35]#[CH:36])[CH2:42][CH2:41]3)=[C:9]([O:12][CH3:13])[CH:10]=2)[N:5]=[CH:4][N:3]=1, predict the reactants needed to synthesize it. The reactants are: [Cl:1][C:2]1[C:11]2[C:6](=[CH:7][C:8]([OH:14])=[C:9]([O:12][CH3:13])[CH:10]=2)[N:5]=[CH:4][N:3]=1.C1(P(C2C=CC=CC=2)C2C=CC=CC=2)C=CC=CC=1.[CH2:34]([N:37]1[CH2:42][CH2:41][N:40]([CH2:43][CH2:44][CH2:45]O)[CH2:39][CH2:38]1)[C:35]#[CH:36]. (2) Given the product [C:35]1([C:44]2[CH:45]=[CH:46][CH:47]=[CH:48][CH:49]=2)[CH:40]=[CH:39][CH:38]=[CH:37][C:36]=1[C:10]1[CH:9]=[CH:8][C:7]2[N:6]([C:16]3[CH:28]=[CH:27][C:19]4[N:20]([C:29]5[CH:30]=[CH:31][CH:32]=[CH:33][CH:34]=5)[C:21]5[C:22]([C:18]=4[CH:17]=3)=[CH:23][CH:24]=[CH:25][CH:26]=5)[C:5]3[C:4]([C:12]=2[CH:11]=1)=[CH:3][C:2]([Br:1])=[CH:14][CH:13]=3, predict the reactants needed to synthesize it. The reactants are: [Br:1][C:2]1[CH:3]=[CH:4][C:5]2[N:6]([C:16]3[CH:17]=[CH:18][C:19]4[N:20]([C:29]5[CH:34]=[CH:33][CH:32]=[CH:31][CH:30]=5)[C:21]5[C:26]([C:27]=4[CH:28]=3)=[CH:25][CH:24]=[CH:23][CH:22]=5)[C:7]3[C:12]([C:13]=2[CH:14]=1)=[CH:11][C:10](Br)=[CH:9][CH:8]=3.[C:35]1([C:44]2[CH:49]=[CH:48][CH:47]=[CH:46][CH:45]=2)[CH:40]=[CH:39][CH:38]=[CH:37][C:36]=1B(O)O.C([O-])([O-])=O.[Na+].[Na+].CCO. (3) Given the product [NH2:9][C:10]1[CH:18]=[CH:17][C:16]([Cl:1])=[C:15]2[C:11]=1[C:12]([Cl:26])=[N:13][N:14]2[C:19]([O:21][C:22]([CH3:23])([CH3:25])[CH3:24])=[O:20], predict the reactants needed to synthesize it. The reactants are: [Cl:1]N1C(=O)CCC1=O.[NH2:9][C:10]1[CH:18]=[CH:17][CH:16]=[C:15]2[C:11]=1[C:12]([Cl:26])=[N:13][N:14]2[C:19]([O:21][C:22]([CH3:25])([CH3:24])[CH3:23])=[O:20]. (4) Given the product [CH3:18][O:19][C:20](=[O:42])[C@@H:21]([NH:25][S:26]([C:29]1[CH:34]=[CH:33][C:32]([C:35]2[CH:36]=[CH:37][C:38]([NH:41][C:11]([C:9]3[O:10][C:6]4[CH:5]=[CH:4][C:3]([C:1]#[N:2])=[C:15]([O:16][CH3:17])[C:7]=4[C:8]=3[CH3:14])=[O:13])=[CH:39][CH:40]=2)=[CH:31][CH:30]=1)(=[O:28])=[O:27])[CH:22]([CH3:24])[CH3:23], predict the reactants needed to synthesize it. The reactants are: [C:1]([C:3]1[CH:4]=[CH:5][C:6]2[O:10][C:9]([C:11]([OH:13])=O)=[C:8]([CH3:14])[C:7]=2[C:15]=1[O:16][CH3:17])#[N:2].[CH3:18][O:19][C:20](=[O:42])[C@@H:21]([NH:25][S:26]([C:29]1[CH:34]=[CH:33][C:32]([C:35]2[CH:40]=[CH:39][C:38]([NH2:41])=[CH:37][CH:36]=2)=[CH:31][CH:30]=1)(=[O:28])=[O:27])[CH:22]([CH3:24])[CH3:23].F[P-](F)(F)(F)(F)F.N1(O[P+](N(C)C)(N(C)C)N(C)C)C2C=CC=CC=2N=N1.C(N(CC)C(C)C)(C)C. (5) Given the product [Cl:1][C:2]1[CH:7]=[CH:6][C:5]([NH:8][C:9]([C:11]2[CH:12]=[CH:13][C:14]([CH2:15][NH:16][C:17](=[O:18])[C:26]3[CH:31]=[CH:30][CH:29]=[CH:28][N:27]=3)=[CH:24][CH:25]=2)=[O:10])=[CH:4][C:3]=1[C:26]1[CH:31]=[CH:30][CH:29]=[CH:28][N:27]=1.[NH2:16][CH2:15][C:14]1[CH:13]=[CH:12][C:11]([C:9]([NH:8][C:5]2[CH:6]=[CH:7][C:2]([Cl:1])=[C:3]([C:26]3[CH:31]=[CH:30][CH:29]=[CH:28][N:27]=3)[CH:4]=2)=[O:10])=[CH:25][CH:24]=1, predict the reactants needed to synthesize it. The reactants are: [Cl:1][C:2]1[CH:7]=[CH:6][C:5]([NH:8][C:9]([C:11]2[CH:25]=[CH:24][C:14]([CH2:15][NH:16][C:17](=O)[O:18]C(C)(C)C)=[CH:13][CH:12]=2)=[O:10])=[CH:4][C:3]=1[C:26]1[CH:31]=[CH:30][CH:29]=[CH:28][N:27]=1.Cl. (6) Given the product [OH:5][CH2:6][CH2:7][C:2]([CH3:8])([CH3:1])[C:3]([OH:9])=[O:4], predict the reactants needed to synthesize it. The reactants are: [CH3:1][C:2]1([CH3:8])[CH2:7][CH2:6][O:5][C:3]1=[O:4].[OH-:9].[K+].Cl. (7) Given the product [NH2:11][C:8]1[CH:9]=[CH:10][C:5]([S:4][CH:1]2[CH2:2][CH2:3]2)=[C:6]([C@H:14]2[CH2:18][CH2:17][CH2:16][N:15]2[C:19]([O:21][C:22]([CH3:25])([CH3:24])[CH3:23])=[O:20])[CH:7]=1, predict the reactants needed to synthesize it. The reactants are: [CH:1]1([S:4][C:5]2[CH:10]=[CH:9][C:8]([N+:11]([O-])=O)=[CH:7][C:6]=2[C@H:14]2[CH:18]=[CH:17][CH2:16][N:15]2[C:19]([O:21][C:22]([CH3:25])([CH3:24])[CH3:23])=[O:20])[CH2:3][CH2:2]1. (8) Given the product [Br:1][C:2]1[N:7]=[C:6]([CH2:8][C:9]([NH:30][C:28]2[CH:27]=[N:26][N:25]([CH3:24])[CH:29]=2)=[O:11])[CH:5]=[CH:4][CH:3]=1, predict the reactants needed to synthesize it. The reactants are: [Br:1][C:2]1[N:7]=[C:6]([CH2:8][C:9]([OH:11])=O)[CH:5]=[CH:4][CH:3]=1.C(N1C=CN=C1)(N1C=CN=C1)=O.[CH3:24][N:25]1[CH:29]=[C:28]([NH2:30])[CH:27]=[N:26]1. (9) The reactants are: [CH3:1][O:2][C:3]1[CH:8]=[CH:7][C:6](B(O)O)=[CH:5][CH:4]=1.C(=O)([O-])[O-].[K+].[K+].Br[C:19]1[S:23][C:22]([C:24]([O:26][CH3:27])=[O:25])=[C:21]([CH3:28])[C:20]=1[CH3:29].C(O)C. Given the product [CH3:1][O:2][C:3]1[CH:8]=[CH:7][C:6]([C:19]2[S:23][C:22]([C:24]([O:26][CH3:27])=[O:25])=[C:21]([CH3:28])[C:20]=2[CH3:29])=[CH:5][CH:4]=1, predict the reactants needed to synthesize it. (10) Given the product [OH:1][CH2:2][C:3]1([CH2:7][O:8][C:9]2[CH:14]=[C:13]([CH3:15])[C:12]([C:16]3[CH:21]=[CH:20][CH:19]=[C:18]([CH2:22][O:23][C:24]4[CH:29]=[CH:28][C:27]([C:30]5([CH2:34][C:35]([OH:37])=[O:36])[CH2:31][O:32][CH2:33]5)=[CH:26][CH:25]=4)[CH:17]=3)=[C:11]([CH3:40])[CH:10]=2)[CH2:6][O:5][CH2:4]1, predict the reactants needed to synthesize it. The reactants are: [OH:1][CH2:2][C:3]1([CH2:7][O:8][C:9]2[CH:14]=[C:13]([CH3:15])[C:12]([C:16]3[CH:21]=[CH:20][CH:19]=[C:18]([CH2:22][O:23][C:24]4[CH:29]=[CH:28][C:27]([C:30]5([CH2:34][C:35]([O:37]CC)=[O:36])[CH2:33][O:32][CH2:31]5)=[CH:26][CH:25]=4)[CH:17]=3)=[C:11]([CH3:40])[CH:10]=2)[CH2:6][O:5][CH2:4]1.